This data is from Forward reaction prediction with 1.9M reactions from USPTO patents (1976-2016). The task is: Predict the product of the given reaction. (1) Given the reactants [NH2:1][C@@H:2]1[C@@H:7]([CH2:8][O:9][Si:10]([C:23]([CH3:26])([CH3:25])[CH3:24])([C:17]2[CH:22]=[CH:21][CH:20]=[CH:19][CH:18]=2)[C:11]2[CH:16]=[CH:15][CH:14]=[CH:13][CH:12]=2)[O:6][CH2:5][CH2:4][CH2:3]1.CCN(CC)CC.[CH3:34][C:35]([O:38][C:39](O[C:39]([O:38][C:35]([CH3:37])([CH3:36])[CH3:34])=[O:40])=[O:40])([CH3:37])[CH3:36], predict the reaction product. The product is: [C:35]([O:38][C:39]([NH:1][C@@H:2]1[C@@H:7]([CH2:8][O:9][Si:10]([C:23]([CH3:26])([CH3:25])[CH3:24])([C:11]2[CH:16]=[CH:15][CH:14]=[CH:13][CH:12]=2)[C:17]2[CH:22]=[CH:21][CH:20]=[CH:19][CH:18]=2)[O:6][CH2:5][CH2:4][CH2:3]1)=[O:40])([CH3:37])([CH3:36])[CH3:34]. (2) Given the reactants Cl.[NH2:2][CH:3]([C:6]1[CH:11]=[CH:10][CH:9]=[CH:8][CH:7]=1)[C:4]#[N:5].[C:12]([N:29]=[C:30]=[S:31])([O:14][CH2:15][CH:16]1[C:28]2[C:23](=[CH:24][CH:25]=[CH:26][CH:27]=2)[C:22]2[C:17]1=[CH:18][CH:19]=[CH:20][CH:21]=2)=[O:13].C(N(C(C)C)C(C)C)C.C(=O)(O)[O-].[Na+], predict the reaction product. The product is: [NH2:5][C:4]1[S:31][C:30]([NH:29][C:12]([O:14][CH2:15][CH:16]2[C:17]3[C:22](=[CH:21][CH:20]=[CH:19][CH:18]=3)[C:23]3[C:28]2=[CH:27][CH:26]=[CH:25][CH:24]=3)=[O:13])=[N:2][C:3]=1[C:6]1[CH:11]=[CH:10][CH:9]=[CH:8][CH:7]=1. (3) The product is: [CH3:23][N:24]([CH3:25])[C:2]1[CH:3]=[CH:4][C:5]([N+:14]([O-:16])=[O:15])=[C:6]([N:8]2[CH2:13][CH2:12][CH2:11][CH2:10][CH2:9]2)[CH:7]=1. Given the reactants F[C:2]1[CH:3]=[CH:4][C:5]([N+:14]([O-:16])=[O:15])=[C:6]([N:8]2[CH2:13][CH2:12][CH2:11][CH2:10][CH2:9]2)[CH:7]=1.[C-]#N.[Na+].CCO.[CH3:23][N:24](C=O)[CH3:25], predict the reaction product. (4) Given the reactants [OH-].[K+].[CH3:3][C:4](=[O:9])[CH2:5][C:6](=[O:8])[CH3:7].O1CCOCC1.[CH2:16]([O:18][C:19](=[O:22])[CH2:20]Br)[CH3:17], predict the reaction product. The product is: [CH2:16]([O:18][C:19](=[O:22])[CH2:20][CH:5]([C:4](=[O:9])[CH3:3])[C:6](=[O:8])[CH3:7])[CH3:17].